From a dataset of Reaction yield outcomes from USPTO patents with 853,638 reactions. Predict the reaction yield, written as a fraction of the theoretical maximum amount of product (1.0 means a 100% yield; for example, 0.34 means a 34% yield). (1) The reactants are [CH3:1][C:2]([CH3:8])([C:6]#[CH:7])[C:3]([OH:5])=[O:4].[CH2:9](O)[C:10]1[CH:15]=[CH:14][CH:13]=[CH:12][CH:11]=1.C1CCC(N=C=NC2CCCCC2)CC1. The catalyst is ClCCl. The product is [CH3:1][C:2]([CH3:8])([C:6]#[CH:7])[C:3]([O:5][CH2:9][C:10]1[CH:15]=[CH:14][CH:13]=[CH:12][CH:11]=1)=[O:4]. The yield is 0.590. (2) The reactants are [CH3:1][C:2]([C:4]1[CH:12]=[CH:11][C:9](O)=[C:6]([O:7][CH3:8])[CH:5]=1)=[O:3].C1C=CC(N(S(C(F)(F)F)(=O)=O)S(C(F)(F)F)(=O)=O)=CC=1.C(=O)([O-])[O-].[K+].[K+].[CH3:40][O:41][C:42]1[C:47](B(O)O)=[CH:46][CH:45]=[CH:44][N:43]=1. The catalyst is C1C=CC([P]([Pd]([P](C2C=CC=CC=2)(C2C=CC=CC=2)C2C=CC=CC=2)([P](C2C=CC=CC=2)(C2C=CC=CC=2)C2C=CC=CC=2)[P](C2C=CC=CC=2)(C2C=CC=CC=2)C2C=CC=CC=2)(C2C=CC=CC=2)C2C=CC=CC=2)=CC=1.CN1CCCC1=O.O1CCCC1. The product is [CH3:8][O:7][C:6]1[CH:5]=[C:4]([C:2](=[O:3])[CH3:1])[CH:12]=[CH:11][C:9]=1[C:47]1[C:42]([O:41][CH3:40])=[N:43][CH:44]=[CH:45][CH:46]=1. The yield is 1.00.